Dataset: Reaction yield outcomes from USPTO patents with 853,638 reactions. Task: Predict the reaction yield, written as a fraction of the theoretical maximum amount of product (1.0 means a 100% yield; for example, 0.34 means a 34% yield). (1) The reactants are ClN1[CH:11]=[C:10]([Cl:12])[C:9]2[C:4](=[CH:5][C:6]([O:13][CH3:14])=[CH:7][CH:8]=2)C1.C([O-])([O-])=O.[Cs+].[Cs+].[F:21][C:22]([F:29])([F:28])[C:23]1[CH:27]=[CH:26][NH:25][N:24]=1.[CH3:30][N:31](C=O)C. No catalyst specified. The product is [Cl:12][C:10]1[C:9]2[C:4](=[CH:5][C:6]([O:13][CH3:14])=[CH:7][CH:8]=2)[N:31]=[C:30]([N:25]2[CH:26]=[CH:27][C:23]([C:22]([F:29])([F:28])[F:21])=[N:24]2)[CH:11]=1. The yield is 0.540. (2) The reactants are FC(F)(F)C(O)=O.[Br:8][C:9]1[CH:10]=[C:11]([CH:15]2[C:19]([C:22]3[CH:27]=[CH:26][C:25]([Cl:28])=[CH:24][C:23]=3[F:29])([C:20]#[N:21])[CH:18]([CH2:30][C:31]([CH3:34])([CH3:33])[CH3:32])[NH:17][CH:16]2[C:35]([OH:37])=O)[CH:12]=[CH:13][CH:14]=1.[NH2:38][C:39]1[CH:48]=[CH:47][C:42]([C:43]([O:45][CH3:46])=[O:44])=[CH:41][CH:40]=1.CN(C(ON1N=NC2C=CC=NC1=2)=[N+](C)C)C.F[P-](F)(F)(F)(F)F.CCN(C(C)C)C(C)C. The catalyst is C(Cl)Cl. The product is [CH3:46][O:45][C:43](=[O:44])[C:42]1[CH:47]=[CH:48][C:39]([NH:38][C:35]([C@H:16]2[C@H:15]([C:11]3[CH:12]=[CH:13][CH:14]=[C:9]([Br:8])[CH:10]=3)[C@:19]([C:22]3[CH:27]=[CH:26][C:25]([Cl:28])=[CH:24][C:23]=3[F:29])([C:20]#[N:21])[C@H:18]([CH2:30][C:31]([CH3:32])([CH3:34])[CH3:33])[NH:17]2)=[O:37])=[CH:40][CH:41]=1. The yield is 0.370. (3) The reactants are [CH3:1][N:2]1[C:10]2[C:9]([O:11][C:12]3[C:21]4[N:20]=[CH:19][CH:18]=[CH:17][C:16]=4[C:15]([NH2:22])=[CH:14][CH:13]=3)=[N:8][CH:7]=[N:6][C:5]=2[CH:4]=[CH:3]1.C(N(CC)CC)C.[F:30][C:31]([F:42])([F:41])[C:32]1[CH:33]=[C:34]([N:38]=[C:39]=[O:40])[CH:35]=[CH:36][CH:37]=1. The catalyst is O1CCCC1. The product is [CH3:1][N:2]1[C:10]2[C:9]([O:11][C:12]3[CH:13]=[CH:14][C:15]([NH:22][C:39]([NH:38][C:34]4[CH:35]=[CH:36][CH:37]=[C:32]([C:31]([F:30])([F:41])[F:42])[CH:33]=4)=[O:40])=[C:16]4[C:21]=3[N:20]=[CH:19][CH:18]=[CH:17]4)=[N:8][CH:7]=[N:6][C:5]=2[CH:4]=[CH:3]1. The yield is 0.590. (4) The reactants are [B-](F)(F)(F)F.CN(C(ON1N=NC2C1=CC=CC=2)=[N+](C)C)C.CN1CCOCC1.[Cl:30][C:31]1[CH:39]=[CH:38][CH:37]=[CH:36][C:32]=1[C:33]([OH:35])=O.[N:40]1[C:49]2[NH:48][CH2:47][CH2:46][CH2:45][C:44]=2[CH:43]=[CH:42][C:41]=1[CH2:50][CH2:51][CH2:52][C:53]1[S:57][C:56]([CH2:58][C@@H:59]([C:61]([O:63]C)=[O:62])[NH2:60])=[CH:55][CH:54]=1.[OH-].[Na+]. The catalyst is CN(C=O)C. The product is [Cl:30][C:31]1[CH:39]=[CH:38][CH:37]=[CH:36][C:32]=1[C:33]([NH:60][C@H:59]([C:61]([OH:63])=[O:62])[CH2:58][C:56]1[S:57][C:53]([CH2:52][CH2:51][CH2:50][C:41]2[CH:42]=[CH:43][C:44]3[CH2:45][CH2:46][CH2:47][NH:48][C:49]=3[N:40]=2)=[CH:54][CH:55]=1)=[O:35]. The yield is 0.556. (5) The reactants are [CH2:1]([O:8][C:9]1[CH:10]=[C:11]([CH:14]=[CH:15][C:16]=1[O:17][CH3:18])[CH:12]=O)[C:2]1[CH:7]=[CH:6][CH:5]=[CH:4][CH:3]=1.C([O-])(=O)C.[NH4+].[N+:24]([CH3:27])([O-:26])=[O:25]. The catalyst is C(O)(=O)C. The product is [CH2:1]([O:8][C:9]1[CH:10]=[C:11](/[CH:12]=[CH:27]/[N+:24]([O-:26])=[O:25])[CH:14]=[CH:15][C:16]=1[O:17][CH3:18])[C:2]1[CH:7]=[CH:6][CH:5]=[CH:4][CH:3]=1. The yield is 0.810. (6) The reactants are [Cl:1][C:2]1[CH:10]=[CH:9][C:5]([C:6](O)=O)=[CH:4][CH:3]=1.[NH2:11][C:12]1[CH:18]=[CH:17][C:16]([N+:19]([O-:21])=[O:20])=[CH:15][C:13]=1[NH2:14]. The catalyst is C1(C)C=CC=CC=1.C(OCC)(=O)C. The product is [Cl:1][C:2]1[CH:10]=[CH:9][C:5]([C:6]2[NH:14][C:13]3[CH:15]=[C:16]([N+:19]([O-:21])=[O:20])[CH:17]=[CH:18][C:12]=3[N:11]=2)=[CH:4][CH:3]=1. The yield is 0.870. (7) The reactants are [C:1]([N:4]1[CH2:9][CH2:8][N:7]([C:10]([O:12][C:13]([CH3:16])([CH3:15])[CH3:14])=[O:11])[CH2:6][CH2:5]1)(=[S:3])[NH2:2].[Cl:17][CH2:18][C:19]([CH2:21]Cl)=O.C(=O)(O)[O-].[Na+]. The catalyst is ClCCCl.C(Cl)(Cl)Cl. The product is [Cl:17][CH2:18][C:19]1[N:2]=[C:1]([N:4]2[CH2:5][CH2:6][N:7]([C:10]([O:12][C:13]([CH3:16])([CH3:15])[CH3:14])=[O:11])[CH2:8][CH2:9]2)[S:3][CH:21]=1. The yield is 1.00. (8) The reactants are C([N:3]([CH2:6][CH3:7])CC)C.F[C:9](F)(F)[C:10](O)=O.[C:15](=O)([O-])O.[Na+].[C:20]([O:23][CH2:24][CH3:25])(=[O:22])[CH3:21]. The catalyst is O1CCCC1.ClCCl. The product is [O:22]=[C:20]1[C:21]2[C:25](=[CH:15][C:7]([C:6]#[N:3])=[CH:9][CH:10]=2)[CH2:24][O:23]1. The yield is 0.790. (9) The reactants are [N:1]1[C:8]([Cl:9])=[N:7][C:5](Cl)=[N:4][C:2]=1[Cl:3].[CH:10]12[O:17][CH:14]([CH2:15][CH2:16]1)[CH2:13][NH:12][CH2:11]2. No catalyst specified. The product is [Cl:9][C:8]1[N:1]=[C:2]([Cl:3])[N:4]=[C:5]([N:12]2[CH2:11][CH:10]3[O:17][CH:14]([CH2:15][CH2:16]3)[CH2:13]2)[N:7]=1. The yield is 0.470.